Dataset: Merck oncology drug combination screen with 23,052 pairs across 39 cell lines. Task: Regression. Given two drug SMILES strings and cell line genomic features, predict the synergy score measuring deviation from expected non-interaction effect. (1) Drug 1: C=CCn1c(=O)c2cnc(Nc3ccc(N4CCN(C)CC4)cc3)nc2n1-c1cccc(C(C)(C)O)n1. Drug 2: Cn1cc(-c2cnn3c(N)c(Br)c(C4CCCNC4)nc23)cn1. Cell line: DLD1. Synergy scores: synergy=16.4. (2) Drug 1: CS(=O)(=O)CCNCc1ccc(-c2ccc3ncnc(Nc4ccc(OCc5cccc(F)c5)c(Cl)c4)c3c2)o1. Drug 2: CCC1(O)C(=O)OCc2c1cc1n(c2=O)Cc2cc3c(CN(C)C)c(O)ccc3nc2-1. Cell line: OVCAR3. Synergy scores: synergy=-13.4. (3) Drug 1: COC1CC2CCC(C)C(O)(O2)C(=O)C(=O)N2CCCCC2C(=O)OC(C(C)CC2CCC(OP(C)(C)=O)C(OC)C2)CC(=O)C(C)C=C(C)C(O)C(OC)C(=O)C(C)CC(C)C=CC=CC=C1C. Drug 2: CCC1(O)C(=O)OCc2c1cc1n(c2=O)Cc2cc3c(CN(C)C)c(O)ccc3nc2-1. Cell line: NCIH1650. Synergy scores: synergy=26.4.